Dataset: Serine/threonine kinase 33 screen with 319,792 compounds. Task: Binary Classification. Given a drug SMILES string, predict its activity (active/inactive) in a high-throughput screening assay against a specified biological target. The compound is Fc1cc(NC(=O)N2C(CCC2)C(=O)Nc2c(cccc2C)C)ccc1. The result is 0 (inactive).